Task: Predict the reactants needed to synthesize the given product.. Dataset: Full USPTO retrosynthesis dataset with 1.9M reactions from patents (1976-2016) (1) Given the product [CH2:11]([C:2]1[S:1][CH:5]=[CH:4][CH:3]=1)[CH2:12][CH2:13][CH2:14][CH2:15][CH3:16], predict the reactants needed to synthesize it. The reactants are: [S:1]1[CH:5]=[CH:4][CH:3]=[CH:2]1.[Li]CCCC.[CH2:11](Br)[CH2:12][CH2:13][CH2:14][CH2:15][CH3:16].O. (2) The reactants are: [Cl:1][C:2]1[C:3]2[CH2:4][C:5]3[CH2:9][N:8]([C@@H:10]([CH2:14][CH:15]4[CH2:20]CCC[CH2:16]4)[C:11](O)=[O:12])[C:7](=[O:21])[C:6]=3[O:22][C:23]=2[CH:24]=[CH:25][CH:26]=1.C(Cl)(=O)C(Cl)=O.[Cl:33][C:34]1[CH:35]=[CH:36][C:37]([NH2:40])=[N:38][CH:39]=1. Given the product [Cl:33][C:34]1[CH:35]=[CH:36][C:37]([NH:40][C:11](=[O:12])[C@@H:10]([N:8]2[CH2:9][C:5]3[CH2:4][C:3]4[C:2]([Cl:1])=[CH:26][CH:25]=[CH:24][C:23]=4[O:22][C:6]=3[C:7]2=[O:21])[CH2:14][CH:15]([CH3:16])[CH3:20])=[N:38][CH:39]=1, predict the reactants needed to synthesize it. (3) Given the product [Cl:26][C:25]1[S:24][C:23]([C:27]([O:29][CH3:30])=[O:28])=[CH:22][C:21]=1[C:6]1[N:2]([CH3:1])[N:3]=[N:4][CH:5]=1, predict the reactants needed to synthesize it. The reactants are: [CH3:1][N:2]1[C:6]([Sn](CCCC)(CCCC)CCCC)=[CH:5][N:4]=[N:3]1.Br[C:21]1[CH:22]=[C:23]([C:27]([O:29][CH3:30])=[O:28])[S:24][C:25]=1[Cl:26].C(N(CC)CC)C. (4) Given the product [CH3:1][C@H:2]1[NH:8][CH2:7][C:6]2[CH:10]=[CH:11][CH:12]=[CH:13][C:5]=2[NH:4][CH2:3]1, predict the reactants needed to synthesize it. The reactants are: [CH3:1][C@H:2]1[NH:8][C:7](=O)[C:6]2[CH:10]=[CH:11][CH:12]=[CH:13][C:5]=2[NH:4][C:3]1=O. (5) Given the product [CH3:50][C:51]1[CH:56]=[CH:55][C:54]([N+:57]([O-:59])=[O:58])=[CH:53][C:52]=1[N:60]1[CH2:70][CH2:69][C:63]2[N:64]=[C:65]([NH:68][C:44]3[CH:45]=[N:46][CH:47]=[N:48][CH:49]=3)[N:66]=[CH:67][C:62]=2[CH2:61]1, predict the reactants needed to synthesize it. The reactants are: C1(P(C2C=CC=CC=2)C2C3OC4C(=CC=CC=4P(C4C=CC=CC=4)C4C=CC=CC=4)C(C)(C)C=3C=CC=2)C=CC=CC=1.Br[C:44]1[CH:45]=[N:46][CH:47]=[N:48][CH:49]=1.[CH3:50][C:51]1[CH:56]=[CH:55][C:54]([N+:57]([O-:59])=[O:58])=[CH:53][C:52]=1[N:60]1[CH2:70][CH2:69][C:63]2[N:64]=[C:65]([NH2:68])[N:66]=[CH:67][C:62]=2[CH2:61]1.C(=O)([O-])[O-].[Cs+].[Cs+]. (6) Given the product [CH:1]([O:4][C:5](=[O:19])[C:6]1[CH:11]=[CH:10][C:9]([O:12][CH:13]([CH3:14])[CH3:15])=[C:8]([NH:16][C:17]([NH2:20])=[S:18])[CH:7]=1)([CH3:2])[CH3:3], predict the reactants needed to synthesize it. The reactants are: [CH:1]([O:4][C:5](=[O:19])[C:6]1[CH:11]=[CH:10][C:9]([O:12][CH:13]([CH3:15])[CH3:14])=[C:8]([N:16]=[C:17]=[S:18])[CH:7]=1)([CH3:3])[CH3:2].[NH2:20]C1C=C(C=CC=1OC(F)(F)F)C(N)=O.N. (7) Given the product [F:44][C:41]1[CH:42]=[CH:43][C:38]([CH:10]2[C:11](=[O:14])[CH2:12][CH2:13][C:9]2=[O:15])=[CH:39][CH:40]=1, predict the reactants needed to synthesize it. The reactants are: [O-]P([O-])([O-])=O.[K+].[K+].[K+].[C:9]1(=[O:15])[CH2:13][CH2:12][C:11](=[O:14])[CH2:10]1.C(P(C1C=CC=CC=1C1C=CC=CC=1)C(C)(C)C)(C)(C)C.Cl[C:38]1[CH:43]=[CH:42][C:41]([F:44])=[CH:40][CH:39]=1. (8) Given the product [CH3:20][C:21]1[C:25]([C@H:26]([OH:29])[C:27]2[O:1][C:2]3[CH:7]=[CH:6][C:5]([CH2:8][C:9]([O:11][CH3:12])=[O:10])=[CH:4][C:3]=3[CH:28]=2)=[C:24]([CH3:30])[O:23][N:22]=1, predict the reactants needed to synthesize it. The reactants are: [OH:1][C:2]1[CH:7]=[CH:6][C:5]([CH2:8][C:9]([O:11][CH3:12])=[O:10])=[CH:4][C:3]=1I.C([O-])([O-])=O.[K+].[K+].[CH3:20][C:21]1[C:25]([C@H:26]([OH:29])[C:27]#[CH:28])=[C:24]([CH3:30])[O:23][N:22]=1. (9) Given the product [Br:1][C:2]1[CH:3]=[C:4]2[C:9](=[CH:10][CH:11]=1)[CH:8]=[N+:7]([O-:20])[CH:6]=[CH:5]2, predict the reactants needed to synthesize it. The reactants are: [Br:1][C:2]1[CH:3]=[C:4]2[C:9](=[CH:10][CH:11]=1)[CH:8]=[N:7][CH:6]=[CH:5]2.ClC1C=C(C(OO)=[O:20])C=CC=1.C(=O)([O-])O.[Na+]. (10) Given the product [CH2:12]([C:7]1[N:6]=[CH:5][C:4]([C:3]([OH:2])=[O:11])=[CH:9][CH:8]=1)[CH3:13], predict the reactants needed to synthesize it. The reactants are: C[O:2][C:3](=[O:11])[C:4]1[CH:9]=[CH:8][C:7](Cl)=[N:6][CH:5]=1.[CH2:12]1COC[CH2:13]1.C([Mg]Br)C.